Task: Predict the reactants needed to synthesize the given product.. Dataset: Full USPTO retrosynthesis dataset with 1.9M reactions from patents (1976-2016) (1) Given the product [CH3:1][C:2]1[C:9]([CH3:10])=[CH:8][CH:7]=[CH:6][C:3]=1/[CH:4]=[CH:26]/[CH2:25][C:22]([OH:24])=[O:23], predict the reactants needed to synthesize it. The reactants are: [CH3:1][C:2]1[C:9]([CH3:10])=[CH:8][CH:7]=[CH:6][C:3]=1[CH:4]=O.C[Si]([N-][Si](C)(C)C)(C)C.[Na+].[Br-].[C:22]([CH2:25][CH2:26][P+](C1C=CC=CC=1)(C1C=CC=CC=1)C1C=CC=CC=1)([OH:24])=[O:23]. (2) Given the product [CH:1]1([C:6]2[CH:11]=[C:10]([C:12]3[O:16][N:15]=[C:14]([C:17]4[CH:27]=[C:26]([CH3:28])[C:20]([O:21][CH2:22][CH2:23][CH2:24][NH:25][C:38](=[O:39])[CH2:37][C:36]([O:35][CH2:33][CH3:34])=[O:41])=[C:19]([CH2:29][CH3:30])[CH:18]=4)[N:13]=3)[CH:9]=[C:8]([O:31][CH3:32])[N:7]=2)[CH2:2][CH2:3][CH2:4][CH2:5]1, predict the reactants needed to synthesize it. The reactants are: [CH:1]1([C:6]2[CH:11]=[C:10]([C:12]3[O:16][N:15]=[C:14]([C:17]4[CH:27]=[C:26]([CH3:28])[C:20]([O:21][CH2:22][CH2:23][CH2:24][NH2:25])=[C:19]([CH2:29][CH3:30])[CH:18]=4)[N:13]=3)[CH:9]=[C:8]([O:31][CH3:32])[N:7]=2)[CH2:5][CH2:4][CH2:3][CH2:2]1.[CH2:33]([O:35][C:36](=[O:41])[CH2:37][C:38]([O-])=[O:39])[CH3:34].CCN(C(C)C)C(C)C.CN(C(ON1N=NC2C=CC=CC1=2)=[N+](C)C)C.[B-](F)(F)(F)F.